Predict the reactants needed to synthesize the given product. From a dataset of Full USPTO retrosynthesis dataset with 1.9M reactions from patents (1976-2016). (1) Given the product [Cl:12][CH2:4][C:3]([O:7][CH3:8])([O:5][CH3:6])[O:2][CH3:1], predict the reactants needed to synthesize it. The reactants are: [CH3:1][O:2][C:3]([O:7][CH3:8])([O:5][CH3:6])[CH3:4].O(C)[Na].[Cl:12]Cl. (2) Given the product [OH:9][CH2:8][C:7]1[C:2]([CH3:1])=[C:3]([O:11][C:22]2[CH:29]=[CH:28][C:25]([C:26]#[N:27])=[CH:24][CH:23]=2)[C:4]([CH3:10])=[N:5][CH:6]=1, predict the reactants needed to synthesize it. The reactants are: [CH3:1][C:2]1[C:7]([CH2:8][OH:9])=[CH:6][N:5]=[C:4]([CH3:10])[C:3]=1[OH:11].Cl.CC(=NO)C(C)=NO.I[C:22]1[CH:29]=[CH:28][C:25]([C:26]#[N:27])=[CH:24][CH:23]=1.C(=O)([O-])[O-].[Cs+].[Cs+]. (3) The reactants are: Br[C:2]1[S:3][N:4]=[C:5]2[CH:10]=[C:9]([Br:11])[CH:8]=[N:7][C:6]=12.[NH2:12][CH2:13][CH:14]1[CH2:16][CH2:15]1. Given the product [Br:11][C:9]1[CH:8]=[N:7][C:6]2=[C:2]([NH:12][CH2:13][CH:14]3[CH2:16][CH2:15]3)[S:3][N:4]=[C:5]2[CH:10]=1, predict the reactants needed to synthesize it.